This data is from Experimentally validated miRNA-target interactions with 360,000+ pairs, plus equal number of negative samples. The task is: Binary Classification. Given a miRNA mature sequence and a target amino acid sequence, predict their likelihood of interaction. (1) The miRNA is hsa-miR-765 with sequence UGGAGGAGAAGGAAGGUGAUG. The protein sequence of the target gene is MSADAAAGAPLPRLCCLEKGPNGYGFHLHGEKGKLGQYIRLVEPGSPAEKAGLLAGDRLVEVNGENVEKETHQQVVSRIRAALNAVRLLVVDPETDEQLQKLGVQVREELLRAQEAPGQAEPPAAAEVQGAGNENEPREADKSHPEQRELRPRLCTMKKGPSGYGFNLHSDKSKPGQFIRSVDPDSPAEASGLRAQDRIVEVNGVCMEGKQHGDVVSAIRAGGDETKLLVVDRETDEFFKKCRVIPSQEHLNGPLPVPFTNGEIQKENSREALAEAALESPRPALVRSASSDTSEELNSQ.... Result: 1 (interaction). (2) The miRNA is hsa-miR-1299 with sequence UUCUGGAAUUCUGUGUGAGGGA. The protein sequence of the target gene is MAEMNLTLVTEFLLIAFTEYPEWALPLFLLFLFMYLITVLGNLEMIILILMDHQLHAPMYFLLSHLAFMDVCYSSITVPQMLAVLLEHGAALSYTRCAAQFFLFTFFGSIDCYLLALMAYDRYLAVCQPLLYVTILTQQARLSLVAGAYVAGLISALVRTVSAFTLSFCGTSEIDFIFCDLPPLLKLTCGESYTQEVLIIMFAIFVIPASMVVILVSYLFIIVAIMGIPAGSQAKTFSTCTSHLTAVSLFFGTLIFMYLRGNSDQSSEKNRVVSVLYTEVIPMLNPLIYSLRNKEVKEAL.... Result: 0 (no interaction). (3) The miRNA is hsa-miR-4310 with sequence GCAGCAUUCAUGUCCC. The protein sequence of the target gene is MATAVEPEDQDLWEEEGILMVKLEDDFTCRPESVLQRDDPVLETSHQNFRRFRYQEAASPREALIRLRELCHQWLRPERRTKEQILELLVLEQFLTVLPGELQSWVRGQRPESGEEAVTLVEGLQKQPRRPRRWVTVHVHGQEVLSEETVHLGVEPESPNELQDPVQSSTPEQSPEETTQSPDLGAPAEQRPHQEEELQTLQESEVPVPEDPDLPAERSSGDSEMVALLTALSQGLVTFKDVAVCFSQDQWSDLDPTQKEFYGEYVLEEDCGIVVSLSFPIPRPDEISQVREEEPWVPDI.... Result: 1 (interaction). (4) The miRNA is mmu-miR-679-5p with sequence GGACUGUGAGGUGACUCUUGGU. The protein sequence of the target gene is MQRPGPFSTLYGRVLAPLPGRAGGAASGGGGNSWDLPGSHVRLPGRAQSGTRGGAGNTSTSCGDSNSICPAPSTMSKAEEAKKLAGRAAVENHVRNNQVLGIGSGSTIVHAVQRIAERVKQENLNLVCIPTSFQARQLILQYGLTLSDLDRHPEIDLAIDGADEVDADLNLIKGGGGCLTQEKIVAGYASRFIVIADFRKDSKNLGDQWHKGIPIEVIPMAYVPVSRAVSQKFGGVVELRMAVNKAGPVVTDNGNFILDWKFDRVHKWSEVNTAIKMIPGVVDTGLFINMAERVYFGMQD.... Result: 0 (no interaction). (5) The miRNA is mmu-miR-25-3p with sequence CAUUGCACUUGUCUCGGUCUGA. The protein sequence of the target gene is MENKAMYLHTVSDCDTSSICEDSFDGRSLSKLNLCEDGPCHKRRASICCTQLGSLSALKHAVLGLYLLVFLILVGIFILAVSRPRSSPDDLKALTRNVNRLNESFRDLQLRLLQAPLQADLTEQVWKVQDALQNQSDSLLALAGAVQRLEGALWGLQAQAVQTEQAVALLRDRTGQQSDTAQLELYQLQVESNSSQLLLRRHAGLLDGLARRVGILGEELADVGGVLRGLNHSLSYDVALHRTRLQDLRVLVSNASEDTRRLRLAHVGMELQLKQELAMLNAVTEDLRLKDWEHSIALRN.... Result: 0 (no interaction). (6) The miRNA is hsa-miR-8055 with sequence CUUUGAGCACAUGAGCAGACGGA. The protein sequence of the target gene is MAMVVSSWRDPQDDVAGGNPGGPNPAAQAARGGGGGAGEQQQQAGSGAPHTPQTPGQPGAPATPGTAGDKGQGPPGSGQSQQHIECVVCGDKSSGKHYGQFTCEGCKSFFKRSVRRNLTYTCRANRNCPIDQHHRNQCQYCRLKKCLKVGMRREAVQRGRMPPTQPNPGQYALTNGDPLNGHCYLSGYISLLLRAEPYPTSRYGSQCMQPNNIMGIENICELAARLLFSAVEWARNIPFFPDLQITDQVSLLRLTWSELFVLNAAQCSMPLHVAPLLAAAGLHASPMSADRVVAFMDHIR.... Result: 0 (no interaction). (7) The miRNA is mmu-miR-672-3p with sequence ACACACAGUCACUAUCUUCGA. The protein sequence of the target gene is MVCPNGYDPGGRHLLLFIIILAAWEAGRGQLHYSVPEEAKHGNFVGRIAQDLGLELAELVPRLFRAVCKFRGDLLEVNLQNGILFVNSRIDREELCGRSAECSIHLEVIVERPLQVFHVDVEVKDINDNPPVFPATQRNLFIAESRPLDSRFPLEGASDADIGENALLTYRLSPNEYFFLDVPTSNQQVKPLGLVLRKLLDREETPELHLLLTATDGGKPELTGTVQLLITVLDNNDNAPVFDRTLYTVKLPENVSIGTLVIHPNASDLDEGLNGDIIYSFSSDVSPDIKSKFHMDPLSG.... Result: 0 (no interaction).